This data is from Reaction yield outcomes from USPTO patents with 853,638 reactions. The task is: Predict the reaction yield, written as a fraction of the theoretical maximum amount of product (1.0 means a 100% yield; for example, 0.34 means a 34% yield). (1) The product is [Cl:1][C:2]1[N:3]=[C:4]([N:22]2[CH2:21][C@@H:20]([CH3:19])[O:25][C@@H:24]([CH3:26])[CH2:23]2)[C:5]2[CH2:10][CH2:9][CH:8]([C:11]3[CH:16]=[CH:15][C:14]([F:17])=[CH:13][CH:12]=3)[C:6]=2[N:7]=1. The reactants are [Cl:1][C:2]1[N:3]=[C:4](Cl)[C:5]2[CH2:10][CH2:9][CH:8]([C:11]3[CH:16]=[CH:15][C:14]([F:17])=[CH:13][CH:12]=3)[C:6]=2[N:7]=1.[CH3:19][C@H:20]1[O:25][C@@H:24]([CH3:26])[CH2:23][NH:22][CH2:21]1. The catalyst is CO. The yield is 0.870. (2) The reactants are [H-].[Na+].[S:3]1[C:7]2[CH:8]=[CH:9][CH:10]=[CH:11][C:6]=2[N:5]=[C:4]1[NH:12][C@H:13]1[CH2:18][CH2:17][C@H:16]([OH:19])[CH2:15][CH2:14]1.[Cl:20][C:21]1[C:26](Cl)=[N:25][CH:24]=[CH:23][N:22]=1.O. The catalyst is CN(C=O)C. The product is [Cl:20][C:21]1[C:26]([O:19][C@H:16]2[CH2:15][CH2:14][C@H:13]([NH:12][C:4]3[S:3][C:7]4[CH:8]=[CH:9][CH:10]=[CH:11][C:6]=4[N:5]=3)[CH2:18][CH2:17]2)=[N:25][CH:24]=[CH:23][N:22]=1. The yield is 0.570.